From a dataset of Full USPTO retrosynthesis dataset with 1.9M reactions from patents (1976-2016). Predict the reactants needed to synthesize the given product. (1) Given the product [F:26][CH2:25][CH2:24][N:22]1[CH2:21][CH:20]([NH:19][C:16]2[CH:17]=[CH:18][C:13]([NH:12][C:10]3[N:11]=[C:6]([O:5][C:4]4[CH:3]=[C:2]([C:48](=[CH2:49])[C:47]([NH2:38])=[O:50])[CH:34]=[CH:33][CH:32]=4)[C:7]4[CH:31]=[CH:30][NH:29][C:8]=4[N:9]=3)=[C:14]([O:27][CH3:28])[CH:15]=2)[CH2:23]1, predict the reactants needed to synthesize it. The reactants are: N[C:2]1[CH:3]=[C:4]([CH:32]=[CH:33][CH:34]=1)[O:5][C:6]1[C:7]2[CH:31]=[CH:30][NH:29][C:8]=2[N:9]=[C:10]([NH:12][C:13]2[CH:18]=[CH:17][C:16]([NH:19][CH:20]3[CH2:23][N:22]([CH2:24][CH2:25][F:26])[CH2:21]3)=[CH:15][C:14]=2[O:27][CH3:28])[N:11]=1.C([N:38](C(C)C)CC)(C)C.C(Cl)Cl.[C:47](Cl)(=[O:50])[CH:48]=[CH2:49]. (2) Given the product [Cl:1][C:2]1[N:7]=[C:6]([N:11]([CH2:9][CH3:10])[CH3:12])[CH:5]=[CH:4][N:3]=1.[Cl:8][C:6]1[CH:5]=[CH:4][N:3]=[C:2]([N:11]([CH2:9][CH3:10])[CH3:12])[N:7]=1, predict the reactants needed to synthesize it. The reactants are: [Cl:1][C:2]1[N:7]=[C:6]([Cl:8])[CH:5]=[CH:4][N:3]=1.[CH2:9]([NH:11][CH3:12])[CH3:10]. (3) Given the product [CH2:26]([O:9][C:8](=[O:10])[CH2:7][CH2:6][CH2:5][CH2:4][CH2:3][CH2:2][C:1]([OH:12])=[O:11])[CH2:27][CH2:28][CH2:29][CH2:30][CH2:31][CH2:32][CH2:33][CH3:34], predict the reactants needed to synthesize it. The reactants are: [C:1]([OH:12])(=[O:11])[CH2:2][CH2:3][CH2:4][CH2:5][CH2:6][CH2:7][C:8]([OH:10])=[O:9].C(Cl)CCl.CCN(C(C)C)C(C)C.[CH2:26](O)[CH2:27][CH2:28][CH2:29][CH2:30][CH2:31][CH2:32][CH2:33][CH3:34]. (4) The reactants are: [NH2:1][C:2]1[N:7]=[C:6]([N:8]2[C@H:13]([CH3:14])[CH2:12][CH2:11][C@H:10]([C:15](O)=[O:16])[CH2:9]2)[CH:5]=[C:4]([C:18]2[CH:23]=[CH:22][C:21]([C:24]#[N:25])=[C:20]([F:26])[CH:19]=2)[N:3]=1.CN(C(ON1N=NC2C=CC=NC1=2)=[N+](C)C)C.F[P-](F)(F)(F)(F)F.CCN(C(C)C)C(C)C.[CH3:60][O:61][C:62]1[CH:63]=[C:64]([CH2:68][NH2:69])[CH:65]=[CH:66][CH:67]=1. Given the product [NH2:1][C:2]1[N:7]=[C:6]([N:8]2[C@H:13]([CH3:14])[CH2:12][CH2:11][C@H:10]([C:15]([NH:69][CH2:68][C:64]3[CH:65]=[CH:66][CH:67]=[C:62]([O:61][CH3:60])[CH:63]=3)=[O:16])[CH2:9]2)[CH:5]=[C:4]([C:18]2[CH:23]=[CH:22][C:21]([C:24]#[N:25])=[C:20]([F:26])[CH:19]=2)[N:3]=1, predict the reactants needed to synthesize it. (5) Given the product [C:3]([C:5]1[CH:6]=[C:7](/[CH:11]=[CH:12]/[C:13]2[CH:14]=[C:15]3[C:19](=[CH:20][CH:21]=2)[NH:18][N:17]=[C:16]3/[CH:22]=[CH:23]/[C:24]2[CH:25]=[N:26][CH:27]=[CH:28][CH:29]=2)[CH:8]=[CH:9][CH:10]=1)([OH:4])=[O:2], predict the reactants needed to synthesize it. The reactants are: C[O:2][C:3]([C:5]1[CH:6]=[C:7](/[CH:11]=[CH:12]/[C:13]2[CH:14]=[C:15]3[C:19](=[CH:20][CH:21]=2)[NH:18][N:17]=[C:16]3/[CH:22]=[CH:23]/[C:24]2[CH:25]=[N:26][CH:27]=[CH:28][CH:29]=2)[CH:8]=[CH:9][CH:10]=1)=[O:4].[OH-].[Na+]. (6) Given the product [C:36]([C:32]1[CH:31]=[C:30]2[C:35](=[CH:34][CH:33]=1)[CH:27]([NH:26][C:17](=[O:18])[CH2:16][CH:15]([NH:14][S:11]([C:2]1[CH:3]=[CH:4][C:9]3[C:10](=[CH:5][CH:6]=[CH:7][CH:8]=3)[CH:1]=1)(=[O:13])=[O:12])[C:20]1[CH:25]=[CH:24][CH:23]=[CH:22][CH:21]=1)[CH2:28][CH2:29]2)#[N:37], predict the reactants needed to synthesize it. The reactants are: [CH:1]1[C:10]2[C:5](=[CH:6][CH:7]=[CH:8][CH:9]=2)[CH:4]=[CH:3][C:2]=1[S:11]([NH:14][CH:15]([C:20]1[CH:25]=[CH:24][CH:23]=[CH:22][CH:21]=1)[CH2:16][C:17](O)=[O:18])(=[O:13])=[O:12].[NH2:26][CH:27]1[C:35]2[C:30](=[CH:31][C:32]([C:36]#[N:37])=[CH:33][CH:34]=2)[CH2:29][CH2:28]1. (7) Given the product [NH2:16][CH2:15][C:14]1[N:5]([CH2:1][CH:2]([CH3:4])[CH3:3])[C:6](=[O:36])[C:7]2[C:12]([C:13]=1[C:24]1[CH:25]=[CH:26][CH:27]=[CH:28][CH:29]=1)=[CH:11][C:10]([N:30]1[N:34]=[C:33]([CH3:35])[O:32][CH2:31]1)=[CH:9][CH:8]=2, predict the reactants needed to synthesize it. The reactants are: [CH2:1]([N:5]1[C:14]([CH2:15][NH:16]C(=O)OC(C)(C)C)=[C:13]([C:24]2[CH:29]=[CH:28][CH:27]=[CH:26][CH:25]=2)[C:12]2[C:7](=[CH:8][CH:9]=[C:10]([N:30]3[N:34]=[C:33]([CH3:35])[O:32][CH2:31]3)[CH:11]=2)[C:6]1=[O:36])[CH:2]([CH3:4])[CH3:3].Cl. (8) Given the product [F:1][C@@:2]1([CH2:9][OH:11])[CH2:7][CH2:6][CH2:5][N:4]([C:30]([O:29][C:25]([CH3:28])([CH3:27])[CH3:26])=[O:31])[CH2:3]1, predict the reactants needed to synthesize it. The reactants are: [F:1][C@@:2]1([C:9]([O:11][C@H]2C[C@@H](C)CC[C@@H]2C(C)C)=O)[CH2:7][CH2:6][CH2:5][NH:4][C:3]1=O.Cl.[OH-].[Na+].[C:25]([O:29][C:30](O[C:30]([O:29][C:25]([CH3:28])([CH3:27])[CH3:26])=[O:31])=[O:31])([CH3:28])([CH3:27])[CH3:26].